From a dataset of Forward reaction prediction with 1.9M reactions from USPTO patents (1976-2016). Predict the product of the given reaction. (1) Given the reactants [C:1]([O:5][C:6]([N:8]1[CH2:14][CH2:13][C:12]2[CH:15]=[C:16]([O:20][CH3:21])[C:17]([NH2:19])=[CH:18][C:11]=2[CH2:10][CH2:9]1)=[O:7])([CH3:4])([CH3:3])[CH3:2].[F:22][C:23]1[CH:28]=[C:27]([Br:29])[CH:26]=[CH:25][C:24]=1[S:30](Cl)(=[O:32])=[O:31], predict the reaction product. The product is: [C:1]([O:5][C:6]([N:8]1[CH2:9][CH2:10][C:11]2[CH:18]=[C:17]([NH:19][S:30]([C:24]3[CH:25]=[CH:26][C:27]([Br:29])=[CH:28][C:23]=3[F:22])(=[O:32])=[O:31])[C:16]([O:20][CH3:21])=[CH:15][C:12]=2[CH2:13][CH2:14]1)=[O:7])([CH3:4])([CH3:3])[CH3:2]. (2) Given the reactants [H-].[Na+].[Br:3][C:4]1[CH:9]=[CH:8][C:7]([N+:10]([O-:12])=[O:11])=[CH:6][C:5]=1[NH:13][C:14](=[O:16])[CH3:15].Br[CH2:18][C:19]([CH3:21])=[CH2:20], predict the reaction product. The product is: [Br:3][C:4]1[CH:9]=[CH:8][C:7]([N+:10]([O-:12])=[O:11])=[CH:6][C:5]=1[N:13]([CH2:20][C:19]([CH3:21])=[CH2:18])[C:14](=[O:16])[CH3:15]. (3) Given the reactants [CH2:1]([O:8][N:9]1[C:14]2[N:15]=[CH:16][N:17]=[C:18](Cl)[C:13]=2[C:12]([OH:20])=[C:11]([C:21]([O:23][CH2:24][CH3:25])=[O:22])[C:10]1=[O:26])[C:2]1[CH:7]=[CH:6][CH:5]=[CH:4][CH:3]=1.[CH3:27][O-:28].[Na+].C(Cl)(Cl)Cl.Cl, predict the reaction product. The product is: [CH2:1]([O:8][N:9]1[C:14]2[N:15]=[CH:16][N:17]=[C:18]([O:28][CH3:27])[C:13]=2[C:12]([OH:20])=[C:11]([C:21]([O:23][CH2:24][CH3:25])=[O:22])[C:10]1=[O:26])[C:2]1[CH:7]=[CH:6][CH:5]=[CH:4][CH:3]=1. (4) Given the reactants [C:1]([C:4]1[CH:35]=[CH:34][CH:33]=[CH:32][C:5]=1[C:6]([O:8][CH2:9][C@H:10]1[C@H:15]([C:16]2[CH:21]=[CH:20][C:19]([F:22])=[CH:18][CH:17]=2)[CH2:14][CH2:13][N:12]([C:23]([O:25][C:26]2[CH:31]=[CH:30][CH:29]=[CH:28][CH:27]=2)=[O:24])[CH2:11]1)=[O:7])([OH:3])=[O:2].CO.[CH3:38][Si](C=[N+]=[N-])(C)C, predict the reaction product. The product is: [F:22][C:19]1[CH:20]=[CH:21][C:16]([C@@H:15]2[CH2:14][CH2:13][N:12]([C:23]([O:25][C:26]3[CH:31]=[CH:30][CH:29]=[CH:28][CH:27]=3)=[O:24])[CH2:11][C@H:10]2[CH2:9][O:8][C:6](=[O:7])[C:5]2[CH:32]=[CH:33][CH:34]=[CH:35][C:4]=2[C:1]([O:3][CH3:38])=[O:2])=[CH:17][CH:18]=1. (5) The product is: [CH2:30]([N:17]([C:9]1[C:8]([CH3:29])=[CH:7][C:6]2[C:5]([C:1]([CH3:2])([CH3:3])[CH3:4])=[CH:14][CH2:13][C:12]([CH3:15])([CH3:16])[C:11]=2[CH:10]=1)[C:18]1[CH:19]=[CH:20][C:21]([C:22]([O:24][CH2:25][CH3:26])=[O:23])=[CH:27][CH:28]=1)[CH3:31]. Given the reactants [C:1]([C:5]1[C:6]2[CH:7]=[C:8]([CH3:29])[C:9]([NH:17][C:18]3[CH:28]=[CH:27][C:21]([C:22]([O:24][CH2:25][CH3:26])=[O:23])=[CH:20][CH:19]=3)=[CH:10][C:11]=2[C:12]([CH3:16])([CH3:15])[CH2:13][CH:14]=1)([CH3:4])([CH3:3])[CH3:2].[CH:30](=O)[CH3:31], predict the reaction product. (6) Given the reactants [CH:1]([C:4]1[CH:5]=[C:6]([CH:19]=[CH:20][C:21]=1[O:22][Si:23]([CH:30]([CH3:32])[CH3:31])([CH:27]([CH3:29])[CH3:28])[CH:24]([CH3:26])[CH3:25])[CH2:7][N:8]1[C:16]2[C:11](=[C:12]([NH2:17])[CH:13]=[CH:14][CH:15]=2)[CH:10]=[C:9]1[CH3:18])([CH3:3])[CH3:2].C(=O)([O-])[O-].[K+].[K+].Br[CH2:40][C:41]([O:43][CH2:44][CH3:45])=[O:42], predict the reaction product. The product is: [CH:1]([C:4]1[CH:5]=[C:6]([CH:19]=[CH:20][C:21]=1[O:22][Si:23]([CH:30]([CH3:32])[CH3:31])([CH:27]([CH3:29])[CH3:28])[CH:24]([CH3:26])[CH3:25])[CH2:7][N:8]1[C:16]2[C:11](=[C:12]([NH:17][CH2:40][C:41]([O:43][CH2:44][CH3:45])=[O:42])[CH:13]=[CH:14][CH:15]=2)[CH:10]=[C:9]1[CH3:18])([CH3:3])[CH3:2].